Dataset: Forward reaction prediction with 1.9M reactions from USPTO patents (1976-2016). Task: Predict the product of the given reaction. (1) Given the reactants [NH2:1][C:2]1[N:6]([C:7](=[O:16])[C:8]2[C:13]([F:14])=[CH:12][CH:11]=[CH:10][C:9]=2[F:15])[N:5]=[C:4]([NH:17][C:18]2[CH:23]=[CH:22][C:21]([S:24]([NH2:27])(=[O:26])=[O:25])=[CH:20][CH:19]=2)[N:3]=1.CC(C)([O-])C.[K+].[C:34]1(=[O:40])[O:39][C:37](=[O:38])[CH2:36][CH2:35]1, predict the reaction product. The product is: [NH2:1][C:2]1[N:6]([C:7](=[O:16])[C:8]2[C:13]([F:14])=[CH:12][CH:11]=[CH:10][C:9]=2[F:15])[N:5]=[C:4]([NH:17][C:18]2[CH:23]=[CH:22][C:21]([S:24]([NH:27][C:34](=[O:40])[CH2:35][CH2:36][C:37]([OH:39])=[O:38])(=[O:25])=[O:26])=[CH:20][CH:19]=2)[N:3]=1. (2) Given the reactants [Cl:1][C:2]1[CH:7]=[CH:6][C:5]([C:8]2[CH:9]=[C:10]([NH2:20])[CH:11]=[N:12][C:13]=2[O:14][CH2:15][C:16]([F:19])([F:18])[F:17])=[CH:4][CH:3]=1.[CH3:21][C:22]1[O:26][C:25]([C:27](O)=[O:28])=[CH:24][CH:23]=1, predict the reaction product. The product is: [Cl:1][C:2]1[CH:3]=[CH:4][C:5]([C:8]2[CH:9]=[C:10]([NH:20][C:27]([C:25]3[O:26][C:22]([CH3:21])=[CH:23][CH:24]=3)=[O:28])[CH:11]=[N:12][C:13]=2[O:14][CH2:15][C:16]([F:17])([F:18])[F:19])=[CH:6][CH:7]=1. (3) Given the reactants C[O:2][C:3]1[CH:8]=[CH:7][C:6]([C:9]2[C:10]3[C:15]([C:16]([C:23]4[CH:28]=[CH:27][C:26]([O:29]C)=[C:25]([N+:31]([O-:33])=[O:32])[CH:24]=4)=[C:17]4[C:22]=2[CH:21]=[CH:20][CH:19]=[CH:18]4)=[CH:14][CH:13]=[CH:12][CH:11]=3)=[CH:5][C:4]=1[N+:34]([O-:36])=[O:35], predict the reaction product. The product is: [OH:2][C:3]1[CH:8]=[CH:7][C:6]([C:9]2[C:22]3[C:17]([C:16]([C:23]4[CH:28]=[CH:27][C:26]([OH:29])=[C:25]([N+:31]([O-:33])=[O:32])[CH:24]=4)=[C:15]4[C:10]=2[CH:11]=[CH:12][CH:13]=[CH:14]4)=[CH:18][CH:19]=[CH:20][CH:21]=3)=[CH:5][C:4]=1[N+:34]([O-:36])=[O:35]. (4) Given the reactants Cl.[CH3:2][C:3]1([CH3:21])[C:7]([CH3:9])([CH3:8])[O:6][B:5]([C:10]2[CH:11]=[CH:12][C:13]3[O:19][CH2:18][CH2:17][NH:16][CH2:15][C:14]=3[CH:20]=2)[O:4]1.CCN(C(C)C)C(C)C.Cl[C:32]1[C:37]([CH2:38][C:39]2[CH:44]=[CH:43][C:42]([F:45])=[CH:41][CH:40]=2)=[C:36]([CH3:46])[N:35]=[CH:34][N:33]=1, predict the reaction product. The product is: [F:45][C:42]1[CH:41]=[CH:40][C:39]([CH2:38][C:37]2[C:32]([N:16]3[CH2:15][C:14]4[CH:20]=[C:10]([B:5]5[O:4][C:3]([CH3:21])([CH3:2])[C:7]([CH3:8])([CH3:9])[O:6]5)[CH:11]=[CH:12][C:13]=4[O:19][CH2:18][CH2:17]3)=[N:33][CH:34]=[N:35][C:36]=2[CH3:46])=[CH:44][CH:43]=1.